From a dataset of Full USPTO retrosynthesis dataset with 1.9M reactions from patents (1976-2016). Predict the reactants needed to synthesize the given product. (1) Given the product [C:24]1([S:30]([NH:1][CH:2]2[CH2:11][C:10]3[CH:9]=[C:8]([C:12]([O:14][CH3:15])=[O:13])[CH:7]=[CH:6][C:5]=3[CH2:4][CH2:3]2)(=[O:32])=[O:31])[CH:29]=[CH:28][CH:27]=[CH:26][CH:25]=1, predict the reactants needed to synthesize it. The reactants are: [NH2:1][CH:2]1[CH2:11][C:10]2[CH:9]=[C:8]([C:12]([O:14][CH3:15])=[O:13])[CH:7]=[CH:6][C:5]=2[CH2:4][CH2:3]1.Cl.C(N(CC)CC)C.[C:24]1([S:30](Cl)(=[O:32])=[O:31])[CH:29]=[CH:28][CH:27]=[CH:26][CH:25]=1. (2) Given the product [F:67][C:61]1[C:62]([F:66])=[CH:63][CH:64]=[CH:65][C:60]=1[CH2:59][S:58][C:52]1[N:51]=[C:50]([NH:8][S:5]([N:1]2[CH2:4][CH2:3][CH2:2]2)(=[O:7])=[O:6])[CH:55]=[C:54]([S:56][CH3:57])[N:53]=1, predict the reactants needed to synthesize it. The reactants are: [N:1]1([S:5]([NH2:8])(=[O:7])=[O:6])[CH2:4][CH2:3][CH2:2]1.C1(P(C2CCCCC2)C2C=CC=CC=2C2C(C(C)C)=CC(C(C)C)=CC=2C(C)C)CCCCC1.C(=O)([O-])[O-].[Cs+].[Cs+].Cl[C:50]1[CH:55]=[C:54]([S:56][CH3:57])[N:53]=[C:52]([S:58][CH2:59][C:60]2[CH:65]=[CH:64][CH:63]=[C:62]([F:66])[C:61]=2[F:67])[N:51]=1.[Cl-].[NH4+]. (3) Given the product [C:1]([C:3]1[CH:4]=[C:5]([CH2:9][OH:10])[CH:6]=[CH:7][CH:8]=1)#[CH:2], predict the reactants needed to synthesize it. The reactants are: [C:1]([C:3]1[CH:8]=[CH:7][CH:6]=[C:5]([CH2:9][O:10]COC)[CH:4]=1)#[CH:2].Cl. (4) Given the product [NH2:21][C@H:18]1[CH2:19][CH2:20][N:16]([C@H:6]2[CH2:7][CH2:8][C@@H:9]([NH:11][C:12]([CH3:15])([CH3:13])[CH3:14])[CH2:10][C@H:5]2[NH:4][C:1](=[O:3])[CH3:2])[C:17]1=[O:32], predict the reactants needed to synthesize it. The reactants are: [C:1]([NH:4][C@@H:5]1[CH2:10][C@H:9]([NH:11][C:12]([CH3:15])([CH3:14])[CH3:13])[CH2:8][CH2:7][C@@H:6]1[N:16]1[CH2:20][CH2:19][C@H:18]([NH:21]C(=O)OCC2C=CC=CC=2)[C:17]1=[O:32])(=[O:3])[CH3:2]. (5) Given the product [C:1]([C:5]1[CH:6]=[C:7]([NH:17][C:18]([NH:19][C:20]2[S:24][C:23]([C:25]([NH:38][CH2:37][C:34]3[CH:35]=[CH:36][N:31]=[CH:32][CH:33]=3)=[O:27])=[C:22]([Cl:28])[C:21]=2[CH3:29])=[O:30])[N:8]([C:10]2[CH:15]=[CH:14][C:13]([F:16])=[CH:12][CH:11]=2)[N:9]=1)([CH3:2])([CH3:4])[CH3:3], predict the reactants needed to synthesize it. The reactants are: [C:1]([C:5]1[CH:6]=[C:7]([NH:17][C:18](=[O:30])[NH:19][C:20]2[S:24][C:23]([C:25]([OH:27])=O)=[C:22]([Cl:28])[C:21]=2[CH3:29])[N:8]([C:10]2[CH:15]=[CH:14][C:13]([F:16])=[CH:12][CH:11]=2)[N:9]=1)([CH3:4])([CH3:3])[CH3:2].[N:31]1[CH:36]=[CH:35][C:34]([CH2:37][NH2:38])=[CH:33][CH:32]=1. (6) Given the product [Cl-:34].[CH3:22][N:23]1[C:28]2[C:27](=[CH:32][C:31]3[N:13]=[C:8]4[C:9]([O:12][C:30]=3[CH:29]=2)=[CH:10][C:11]2[C:6]([CH2:5][CH2:4][CH2:3][N+:2]=2[CH3:1])=[CH:7]4)[O:26][CH2:25][CH2:24]1, predict the reactants needed to synthesize it. The reactants are: [CH3:1][N:2]1[C:11]2[C:6](=[CH:7][CH:8]=[C:9]([OH:12])[CH:10]=2)[CH2:5][CH2:4][CH2:3]1.[N:13]([O-])=O.[Na+].C([O-])(O)=O.[Na+].[CH3:22][N:23]1[C:28]2[CH:29]=[C:30](O)[CH:31]=[CH:32][C:27]=2[O:26][CH2:25][CH2:24]1.[ClH:34]. (7) Given the product [CH2:1]([C:4]1[C:8]([CH2:9][CH2:10][C:11]([O:13][CH2:14][CH3:15])=[O:12])=[CH:7][N:6]([C:16]2[CH:21]=[CH:20][C:19]([C:22]([F:23])([F:25])[F:24])=[CH:18][N:17]=2)[N:5]=1)[CH2:2][CH3:3], predict the reactants needed to synthesize it. The reactants are: [CH2:1]([C:4]1[C:8](/[CH:9]=[CH:10]/[C:11]([O:13][CH2:14][CH3:15])=[O:12])=[CH:7][N:6]([C:16]2[CH:21]=[CH:20][C:19]([C:22]([F:25])([F:24])[F:23])=[CH:18][N:17]=2)[N:5]=1)[CH2:2][CH3:3]. (8) Given the product [F:1][CH2:2][CH2:3][CH2:4][O:5][C:9]1[N:14]=[C:13]([C:15]2[S:16][C:17]3[CH:23]=[C:22]([O:24][CH3:25])[CH:21]=[CH:20][C:18]=3[CH:19]=2)[CH:12]=[CH:11][N:10]=1, predict the reactants needed to synthesize it. The reactants are: [F:1][CH2:2][CH2:3][CH2:4][OH:5].[H-].[Na+].Cl[C:9]1[N:14]=[C:13]([C:15]2[S:16][C:17]3[CH:23]=[C:22]([O:24][CH3:25])[CH:21]=[CH:20][C:18]=3[CH:19]=2)[CH:12]=[CH:11][N:10]=1.